Dataset: Forward reaction prediction with 1.9M reactions from USPTO patents (1976-2016). Task: Predict the product of the given reaction. The product is: [C:1]1([CH2:11][N:12]2[C:13]3[CH:18]=[C:26]([CH3:27])[CH:16]=[CH:15][C:14]=3[N:20]=[C:22]2[SH:21])[C:10]2[C:5](=[CH:6][CH:7]=[CH:8][CH:9]=2)[CH:4]=[CH:3][CH:2]=1. Given the reactants [C:1]1([CH2:11][NH:12][C:13]2[CH:18]=C[C:16](C)=[CH:15][C:14]=2[NH2:20])[C:10]2[C:5](=[CH:6][CH:7]=[CH:8][CH:9]=2)[CH:4]=[CH:3][CH:2]=1.[SH-:21].[C+4:22].[SH-].[SH-].[SH-].[CH2:26](O)[CH3:27], predict the reaction product.